Dataset: Forward reaction prediction with 1.9M reactions from USPTO patents (1976-2016). Task: Predict the product of the given reaction. (1) Given the reactants Cl.Cl.[NH2:3][CH:4]1[CH2:7][N:6]([C:8]2[C:18]([Cl:19])=[CH:17][C:11]([C:12]([O:14][CH2:15][CH3:16])=[O:13])=[CH:10][N:9]=2)[CH2:5]1.[C:20]1([S:26]([N:29]=[C:30]=[O:31])(=[O:28])=[O:27])[CH:25]=[CH:24][CH:23]=[CH:22][CH:21]=1.CC(O)=O, predict the reaction product. The product is: [Cl:19][C:18]1[C:8]([N:6]2[CH2:5][CH:4]([NH:3][C:30]([NH:29][S:26]([C:20]3[CH:21]=[CH:22][CH:23]=[CH:24][CH:25]=3)(=[O:28])=[O:27])=[O:31])[CH2:7]2)=[N:9][CH:10]=[C:11]([CH:17]=1)[C:12]([O:14][CH2:15][CH3:16])=[O:13]. (2) Given the reactants CN(C(ON1N=NC2C=CC=NC1=2)=[N+](C)C)C.F[P-](F)(F)(F)(F)F.[C:25]([O:29][C:30]([NH:32][CH2:33][C:34]1([C:49]([OH:51])=O)[CH2:39][CH2:38][N:37]([C:40]2[C:41]3[CH:48]=[CH:47][NH:46][C:42]=3[N:43]=[CH:44][N:45]=2)[CH2:36][CH2:35]1)=[O:31])([CH3:28])([CH3:27])[CH3:26].CCN(C(C)C)C(C)C.[S:61]1[C:65]2[CH:66]=[C:67]([NH2:70])[CH:68]=[CH:69][C:64]=2[N:63]=[CH:62]1, predict the reaction product. The product is: [S:61]1[C:65]2[CH:66]=[C:67]([NH:70][C:49]([C:34]3([CH2:33][NH:32][C:30](=[O:31])[O:29][C:25]([CH3:28])([CH3:26])[CH3:27])[CH2:39][CH2:38][N:37]([C:40]4[C:41]5[CH:48]=[CH:47][NH:46][C:42]=5[N:43]=[CH:44][N:45]=4)[CH2:36][CH2:35]3)=[O:51])[CH:68]=[CH:69][C:64]=2[N:63]=[CH:62]1. (3) Given the reactants [CH:1]1([C:6]2[C:10]3[CH2:11][N:12](C(OC(C)(C)C)=O)[C@@H:13]([CH3:15])[CH2:14][C:9]=3[NH:8][N:7]=2)[CH2:5][CH2:4][CH2:3][CH2:2]1.Cl.O1CCOCC1, predict the reaction product. The product is: [CH:1]1([C:6]2[C:10]3[CH2:11][NH:12][C@@H:13]([CH3:15])[CH2:14][C:9]=3[NH:8][N:7]=2)[CH2:2][CH2:3][CH2:4][CH2:5]1. (4) Given the reactants Br[CH2:2][CH2:3][C:4]([C:6]1[CH:11]=[CH:10][CH:9]=[CH:8][C:7]=1[OH:12])=[O:5].[OH:13]S(O)(=O)=O, predict the reaction product. The product is: [OH:13][C:9]1[CH:8]=[C:7]2[C:6]([C:4](=[O:5])[CH2:3][CH2:2][O:12]2)=[CH:11][CH:10]=1.